From a dataset of Full USPTO retrosynthesis dataset with 1.9M reactions from patents (1976-2016). Predict the reactants needed to synthesize the given product. Given the product [CH:25]1([P:7]([CH:1]2[CH2:2][CH2:3][CH2:4][CH2:5][CH2:6]2)[C:8]2[CH:9]3[CH2:24][CH:12]([C:13]=2[C:14]2[C:19]([O:20][CH3:21])=[CH:18][CH:17]=[CH:16][C:15]=2[O:22][CH3:23])[CH2:11][CH2:10]3)[CH2:26][CH2:27][CH2:28][CH2:29][CH2:30]1, predict the reactants needed to synthesize it. The reactants are: [CH:1]1([P:7](=O)([CH:25]2[CH2:30][CH2:29][CH2:28][CH2:27][CH2:26]2)[C:8]2[CH:9]3[CH2:24][CH:12]([C:13]=2[C:14]2[C:19]([O:20][CH3:21])=[CH:18][CH:17]=[CH:16][C:15]=2[O:22][CH3:23])[CH2:11][CH2:10]3)[CH2:6][CH2:5][CH2:4][CH2:3][CH2:2]1.CN(C)C1C=CC=CC=1.Cl[SiH](Cl)Cl.[OH-].[Na+].